From a dataset of Full USPTO retrosynthesis dataset with 1.9M reactions from patents (1976-2016). Predict the reactants needed to synthesize the given product. (1) Given the product [N+:38]([C:27]1[CH:28]=[C:29]([O:32][CH2:33][C:34]([F:35])([F:36])[F:37])[CH:30]=[CH:31][C:26]=1[CH2:25][N:9]1[CH2:10][CH2:11][C:12]2[C:17](=[CH:16][CH:15]=[C:14]([CH:18]([NH:20][C:21](=[O:23])[CH3:22])[CH3:19])[CH:13]=2)[CH2:8]1)([O-:40])=[O:39], predict the reactants needed to synthesize it. The reactants are: OC(C(F)(F)F)=O.[CH2:8]1[C:17]2[C:12](=[CH:13][C:14]([CH:18]([NH:20][C:21](=[O:23])[CH3:22])[CH3:19])=[CH:15][CH:16]=2)[CH2:11][CH2:10][NH:9]1.Br[CH2:25][C:26]1[CH:31]=[CH:30][C:29]([O:32][CH2:33][C:34]([F:37])([F:36])[F:35])=[CH:28][C:27]=1[N+:38]([O-:40])=[O:39]. (2) Given the product [C:21]([CH:4]1[C:5](=[O:8])[CH:6]([CH3:11])[CH2:7][C:2]([CH3:10])([CH3:1])[C:3]1=[O:9])(=[O:28])[C:22]1[CH:27]=[CH:26][CH:25]=[CH:24][CH:23]=1, predict the reactants needed to synthesize it. The reactants are: [CH3:1][C:2]1([CH3:10])[CH2:7][CH2:6][C:5](=[O:8])[CH2:4][C:3]1=[O:9].[CH:11]([N-]C(C)C)(C)C.[Li+].CI.[C:21](C#N)(=[O:28])[C:22]1[CH:27]=[CH:26][CH:25]=[CH:24][CH:23]=1.